From a dataset of Full USPTO retrosynthesis dataset with 1.9M reactions from patents (1976-2016). Predict the reactants needed to synthesize the given product. (1) Given the product [O:1]=[C:2]1[CH2:7][O:6][C:5]2[CH:8]=[CH:9][C:10]([CH:12]([CH3:18])[C:13]([OH:15])=[O:14])=[CH:11][C:4]=2[NH:3]1, predict the reactants needed to synthesize it. The reactants are: [O:1]=[C:2]1[CH2:7][O:6][C:5]2[CH:8]=[CH:9][C:10]([CH:12]([CH3:18])[C:13]([O:15]CC)=[O:14])=[CH:11][C:4]=2[NH:3]1.[OH-].[Na+].O.C(O)(=O)C. (2) Given the product [CH2:1]([N:3]1[CH2:25][N:24]([CH3:29])[CH2:23][N:6]([C:7]2[S:8][C:9]3[CH:15]=[C:14]([N+:16]([O-:18])=[O:17])[CH:13]=[CH:12][C:10]=3[N:11]=2)[C:4]1=[O:5])[CH3:2], predict the reactants needed to synthesize it. The reactants are: [CH2:1]([NH:3][C:4]([NH:6][C:7]1[S:8][C:9]2[CH:15]=[C:14]([N+:16]([O-:18])=[O:17])[CH:13]=[CH:12][C:10]=2[N:11]=1)=[O:5])[CH3:2].C=O.CN.[CH3:23][N:24]1[CH2:29]COC[CH2:25]1. (3) Given the product [CH3:3][CH:2]([CH:4]1[CH2:5][CH:6]2[CH2:7][CH2:8][CH:9]3[C:17]([C:19]([OH:21])=[O:20])([CH3:18])[CH2:16][CH2:15][CH2:14][C:10]3([CH3:22])[CH:11]2[CH2:12][CH2:13]1)[CH3:1], predict the reactants needed to synthesize it. The reactants are: [CH3:1][CH:2]([C:4]1[CH2:13][CH2:12][C@H:11]2[C:6](=[CH:7][CH2:8][C@H:9]3[C@@:17]([C:19]([OH:21])=[O:20])([CH3:18])[CH2:16][CH2:15][CH2:14][C@@:10]32[CH3:22])[CH:5]=1)[CH3:3].CC(C1C=C(NC(NC2C=CC(OCC(O)CNC(C)(C)C)=C(C(C)=O)C=2)=O)C=CC=1OCC(O)CNC(C)(C)C)=O.[H][H]. (4) The reactants are: [F:1][C:2]1[C:3]([CH3:11])=[C:4]([CH:8]=[CH:9][CH:10]=1)[C:5]([OH:7])=[O:6].CN(C)CCN(C)C.[Li]C(CC)C.[Br:25][C:26]1[CH:33]=[CH:32][C:31]([O:34][CH3:35])=[CH:30][C:27]=1[CH2:28]Br. Given the product [Br:25][C:26]1[CH:33]=[CH:32][C:31]([O:34][CH3:35])=[CH:30][C:27]=1[CH2:28][CH2:11][C:3]1[C:2]([F:1])=[CH:10][CH:9]=[CH:8][C:4]=1[C:5]([OH:7])=[O:6], predict the reactants needed to synthesize it. (5) Given the product [Cl:1][C:2]1[C:10]2[N:9]=[C:8]3[N:11]([C:15]4[C:16]([O:24][CH3:25])=[N:17][C:18]([CH3:23])=[N:19][C:20]=4[O:21][CH3:22])[CH2:12][CH2:13][CH2:14][N:7]3[C:6]=2[C:5]([CH:26]([OH:27])[C:30]([F:33])([F:32])[F:31])=[CH:4][CH:3]=1, predict the reactants needed to synthesize it. The reactants are: [Cl:1][C:2]1[CH:3]=[CH:4][C:5]([CH:26]=[O:27])=[C:6]2[C:10]=1[N:9]=[C:8]1[N:11]([C:15]3[C:16]([O:24][CH3:25])=[N:17][C:18]([CH3:23])=[N:19][C:20]=3[O:21][CH3:22])[CH2:12][CH2:13][CH2:14][N:7]21.C[Si](C)(C)[C:30]([F:33])([F:32])[F:31].[F-].C([N+](CCCC)(CCCC)CCCC)CCC.Cl.